Dataset: Full USPTO retrosynthesis dataset with 1.9M reactions from patents (1976-2016). Task: Predict the reactants needed to synthesize the given product. (1) Given the product [F:21][C:22]([F:33])([F:34])[O:23][C:24]1[CH:25]=[CH:26][C:27]([C:28]2[O:20][N:19]=[C:2]([CH:3]3[CH2:4][C:5]4([CH2:11][CH2:10][N:9]([C:12]([O:14][C:15]([CH3:17])([CH3:16])[CH3:18])=[O:13])[CH2:8][CH2:7]4)[CH2:6]3)[N:1]=2)=[CH:31][CH:32]=1, predict the reactants needed to synthesize it. The reactants are: [NH2:1][C:2](=[N:19][OH:20])[CH:3]1[CH2:6][C:5]2([CH2:11][CH2:10][N:9]([C:12]([O:14][C:15]([CH3:18])([CH3:17])[CH3:16])=[O:13])[CH2:8][CH2:7]2)[CH2:4]1.[F:21][C:22]([F:34])([F:33])[O:23][C:24]1[CH:32]=[CH:31][C:27]([C:28](Cl)=O)=[CH:26][CH:25]=1.FC(F)(F)C1C=CC(C2ON=C(C3CC4(CCN(C(OC(C)(C)C)=O)CC4)C3)N=2)=CC=1. (2) Given the product [C:5]([O:4][C:2]([N:9]1[CH2:10][CH:11]([C:14]2[CH:15]=[C:16]([CH2:21][CH3:22])[C:17]([NH2:20])=[CH:18][N:19]=2)[CH2:12]1)=[O:3])([CH3:8])([CH3:7])[CH3:6], predict the reactants needed to synthesize it. The reactants are: [I-].[C:2]([N:9]1[CH2:12][CH2:11][CH2:10]1)([O:4][C:5]([CH3:8])([CH3:7])[CH3:6])=[O:3].Br[C:14]1[N:19]=[CH:18][C:17]([NH2:20])=[C:16]([CH2:21][CH3:22])[CH:15]=1. (3) Given the product [CH:1]([O:4][C:5]([N:7]1[CH:12]([CH2:13][CH3:14])[CH2:11][CH:10]([NH:15][C:16]2[N:21]=[CH:20][C:19]([O:22][CH2:31][C:32]3[CH:37]=[CH:36][CH:35]=[CH:34][CH:33]=3)=[CH:18][N:17]=2)[CH2:9][CH:8]1[CH2:23][CH3:24])=[O:6])([CH3:3])[CH3:2], predict the reactants needed to synthesize it. The reactants are: [CH:1]([O:4][C:5]([N:7]1[CH:12]([CH2:13][CH3:14])[CH2:11][CH:10]([NH:15][C:16]2[N:21]=[CH:20][C:19]([OH:22])=[CH:18][N:17]=2)[CH2:9][CH:8]1[CH2:23][CH3:24])=[O:6])([CH3:3])[CH3:2].C(=O)([O-])[O-].[K+].[K+].[CH2:31](N)[C:32]1[CH:37]=[CH:36][CH:35]=[CH:34][CH:33]=1.O. (4) Given the product [CH2:5]([O:4][C:2](=[O:3])[NH:16][CH2:15][CH:14]([O:17][CH3:18])[O:13][CH3:12])[C:6]1[CH:11]=[CH:10][CH:9]=[CH:8][CH:7]=1, predict the reactants needed to synthesize it. The reactants are: Cl[C:2]([O:4][CH2:5][C:6]1[CH:11]=[CH:10][CH:9]=[CH:8][CH:7]=1)=[O:3].[CH3:12][O:13][CH:14]([O:17][CH3:18])[CH2:15][NH2:16].[OH-].[Na+]. (5) Given the product [F:31][C:32]1[CH:33]=[C:34]([N:38]([CH3:39])[C:26]([N:17]2[CH2:16][CH2:15][C:12]3([C:11](=[O:20])[N:10]([C:7]4[CH:8]=[CH:9][C:4]([O:3][C:2]([F:1])([F:21])[F:22])=[CH:5][CH:6]=4)[CH2:14][CH2:13]3)[CH2:19][CH2:18]2)=[O:25])[CH:35]=[CH:36][CH:37]=1, predict the reactants needed to synthesize it. The reactants are: [F:1][C:2]([F:22])([F:21])[O:3][C:4]1[CH:9]=[CH:8][C:7]([N:10]2[CH2:14][CH2:13][C:12]3([CH2:19][CH2:18][NH:17][CH2:16][CH2:15]3)[C:11]2=[O:20])=[CH:6][CH:5]=1.O=C(Cl)[O:25][C:26](Cl)(Cl)Cl.[F:31][C:32]1[CH:33]=[C:34]([NH:38][CH3:39])[CH:35]=[CH:36][CH:37]=1.